This data is from Forward reaction prediction with 1.9M reactions from USPTO patents (1976-2016). The task is: Predict the product of the given reaction. (1) Given the reactants Br[C:2]1[S:3][CH:4]=[CH:5][CH:6]=1.[CH3:7][C:8]1[CH:9]=[C:10](B(O)O)[CH:11]=[CH:12][CH:13]=1, predict the reaction product. The product is: [C:8]1([CH3:7])[CH:9]=[CH:10][CH:11]=[C:12]([C:2]2[S:3][CH:4]=[CH:5][CH:6]=2)[CH:13]=1. (2) Given the reactants [CH3:1][CH2:2][N:3]([CH:7]([CH3:9])C)[CH:4]([CH3:6])C.[F:10][C:11]1[CH:16]=[CH:15][C:14]([C:17]2[NH:21][N:20]=[C:19]([C:22]([NH:24]CC(O)=O)=[O:23])[CH:18]=2)=[CH:13][CH:12]=1.C1(C2NN=C(C(NCC(O)=O)=[O:41])C=2)C=CC=CC=1.FC1C=CC(CC(C2C=CC=CC=2)=O)=CC=1.C1C=CC2N(O)N=NC=2C=1.CCN=C=NCCCN(C)C.Cl.Cl.[Cl:86][C:87]1[CH:88]=[N:89][CH:90]=[C:91]([O:93][CH:94]2CCNCC2)[CH:92]=1.Cl.ClC1C=CC=CC=1OC1CCNCC1, predict the reaction product. The product is: [Cl:86][C:87]1[CH:92]=[C:91]([O:93][CH:94]2[CH2:1][CH2:2][N:3]([C:4](=[O:41])[CH2:6][NH:24][C:22]([C:19]3[CH:18]=[C:17]([C:14]4[CH:13]=[CH:12][C:11]([F:10])=[CH:16][CH:15]=4)[NH:21][N:20]=3)=[O:23])[CH2:7][CH2:9]2)[CH:90]=[N:89][CH:88]=1.